Task: Predict the product of the given reaction.. Dataset: Forward reaction prediction with 1.9M reactions from USPTO patents (1976-2016) The product is: [CH2:1]([N:3]([CH2:37][CH3:38])[CH2:4][CH2:5][CH2:6][NH:7][C:8]1[N:9]=[C:10]([C:27]2[CH:28]=[C:29]([CH:33]=[CH:34][C:35]=2[CH3:36])[C:30]([NH:47][CH2:48][CH2:49][CH3:50])=[O:32])[C:11]2[CH:17]=[CH:16][C:15](=[O:18])[N:14]([C:19]3[C:24]([F:25])=[CH:23][CH:22]=[CH:21][C:20]=3[F:26])[C:12]=2[N:13]=1)[CH3:2]. Given the reactants [CH2:1]([N:3]([CH2:37][CH3:38])[CH2:4][CH2:5][CH2:6][NH:7][C:8]1[N:9]=[C:10]([C:27]2[CH:28]=[C:29]([CH:33]=[CH:34][C:35]=2[CH3:36])[C:30]([OH:32])=O)[C:11]2[CH:17]=[CH:16][C:15](=[O:18])[N:14]([C:19]3[C:24]([F:25])=[CH:23][CH:22]=[CH:21][C:20]=3[F:26])[C:12]=2[N:13]=1)[CH3:2].CN(C(O[N:47]1N=N[C:49]2[CH:50]=CC=C[C:48]1=2)=[N+](C)C)C.F[P-](F)(F)(F)(F)F.C(N)CC, predict the reaction product.